Predict which catalyst facilitates the given reaction. From a dataset of Catalyst prediction with 721,799 reactions and 888 catalyst types from USPTO. Reactant: [C:1]([O:5][C:6](=[O:28])[N:7]([CH:9]1[CH:13]([C:14]2[CH:19]=[CH:18][C:17]([Cl:20])=[CH:16][CH:15]=2)[CH2:12][N:11](CC2C=CC=CC=2)[CH2:10]1)[CH3:8])([CH3:4])([CH3:3])[CH3:2].ClC(OC(Cl)C)=O. Product: [C:1]([O:5][C:6](=[O:28])[N:7]([CH:9]1[CH:13]([C:14]2[CH:15]=[CH:16][C:17]([Cl:20])=[CH:18][CH:19]=2)[CH2:12][NH:11][CH2:10]1)[CH3:8])([CH3:4])([CH3:2])[CH3:3]. The catalyst class is: 11.